This data is from Catalyst prediction with 721,799 reactions and 888 catalyst types from USPTO. The task is: Predict which catalyst facilitates the given reaction. (1) Reactant: [Cl:1][CH2:2][C@H:3]([OH:19])[CH2:4][NH:5][C:6]1[CH:11]=[CH:10][C:9]([N:12]2[CH2:17][CH2:16][O:15][CH2:14][C:13]2=[O:18])=[CH:8][CH:7]=1.C1(C)C=CC=CC=1.CN1CCC[C:29]1=[O:33].C1N=CN(C(N2C=NC=C2)=O)C=1. Product: [Cl:1][CH2:2][C@@H:3]1[O:19][C:29](=[O:33])[N:5]([C:6]2[CH:7]=[CH:8][C:9]([N:12]3[CH2:17][CH2:16][O:15][CH2:14][C:13]3=[O:18])=[CH:10][CH:11]=2)[CH2:4]1. The catalyst class is: 8. (2) Reactant: C(N(CC)CC)C.Cl[CH2:9][CH2:10][C:11]([S:13][CH2:14][CH:15]1[S:19][CH:18]([CH2:20][S:21][C:22](=[O:26])[CH2:23][CH2:24]Cl)[CH2:17][S:16]1)=[O:12].O.C1(C)C=CC=CC=1. Product: [C:11]([S:13][CH2:14][CH:15]1[S:19][CH:18]([CH2:20][S:21][C:22](=[O:26])[CH:23]=[CH2:24])[CH2:17][S:16]1)(=[O:12])[CH:10]=[CH2:9]. The catalyst class is: 21. (3) Reactant: [N:1]1([CH:7]=[CH:8][C:9]([O:11][CH2:12][CH3:13])=[O:10])[CH2:6][CH2:5][CH2:4][CH2:3][CH2:2]1.[F-].[K+].[F:16][CH:17]([F:21])[C:18](F)=[O:19]. Product: [F:16][CH:17]([F:21])[C:18](=[O:19])[C:8](=[CH:7][N:1]1[CH2:6][CH2:5][CH2:4][CH2:3][CH2:2]1)[C:9]([O:11][CH2:12][CH3:13])=[O:10]. The catalyst class is: 11. (4) Reactant: F[C:2]1[CH:9]=[CH:8][C:5]([C:6]#[N:7])=[CH:4][CH:3]=1.[Cl:10][C:11]1[CH:24]=[CH:23][C:14]([CH2:15][N:16]2[CH2:21][CH2:20][CH:19]([NH2:22])[CH2:18][CH2:17]2)=[CH:13][C:12]=1[O:25][CH2:26][CH3:27]. Product: [Cl:10][C:11]1[CH:24]=[CH:23][C:14]([CH2:15][N:16]2[CH2:21][CH2:20][CH:19]([NH:22][C:2]3[CH:9]=[CH:8][C:5]([C:6]#[N:7])=[CH:4][CH:3]=3)[CH2:18][CH2:17]2)=[CH:13][C:12]=1[O:25][CH2:26][CH3:27]. The catalyst class is: 44. (5) Reactant: [CH3:1][O:2][C:3]1[CH:12]=[C:7]([C:8](OC)=[O:9])[C:6]([NH2:13])=[CH:5][C:4]=1[O:14][CH2:15][CH2:16][CH2:17][CH2:18][Cl:19].C([O-])([O-])OC.C([O-])(=O)C.[NH4+:29].[CH3:30]O. Product: [CH3:1][O:2][C:3]1[CH:12]=[C:7]2[C:6](=[CH:5][C:4]=1[O:14][CH2:15][CH2:16][CH2:17][CH2:18][Cl:19])[N:13]=[CH:30][NH:29][C:8]2=[O:9]. The catalyst class is: 6. (6) Reactant: [CH:1]([NH:4][C:5]([C@H:7]1[CH2:12][CH2:11][C@@H:10]([NH:13][C:14]2[CH:19]=[C:18]([N:20]3[CH:24]=[N:23][CH:22]=[N:21]3)[CH:17]=[CH:16][C:15]=2[N+:25]([O-])=O)[CH2:9][CH2:8]1)=[O:6])([CH3:3])[CH3:2].O.O.[Sn](Cl)Cl.[F:33][C:34]1[CH:44]=[CH:43][C:37]([C:38]([N:40]=[C:41]=S)=[O:39])=[CH:36][CH:35]=1.CCN(C(C)C)C(C)C.C(Cl)CCl. Product: [F:33][C:34]1[CH:35]=[CH:36][C:37]([C:38](/[N:40]=[C:41]2\[NH:25][C:15]3[CH:16]=[CH:17][C:18]([N:20]4[CH:24]=[N:23][CH:22]=[N:21]4)=[CH:19][C:14]=3[N:13]\2[C@H:10]2[CH2:11][CH2:12][C@@H:7]([C:5](=[O:6])[NH:4][CH:1]([CH3:3])[CH3:2])[CH2:8][CH2:9]2)=[O:39])=[CH:43][CH:44]=1. The catalyst class is: 14. (7) Reactant: [CH:1]1([CH2:4][N:5]2[C:9](=[O:10])[C:8]3=[CH:11][C:12]([N+:15]([O-])=O)=[CH:13][CH:14]=[C:7]3[C:6]2=[O:18])[CH2:3][CH2:2]1.S(S([O-])=O)([O-])=O.[Na+].[Na+].C(=O)([O-])[O-].[Na+].[Na+]. Product: [CH:1]1([CH2:4][N:5]2[C:9](=[O:10])[C:8]3=[CH:11][C:12]([NH2:15])=[CH:13][CH:14]=[C:7]3[C:6]2=[O:18])[CH2:2][CH2:3]1. The catalyst class is: 24. (8) Reactant: [OH:1][C:2]1[CH:11]=[C:10]2[C:5]([C:6]([Br:16])=[N:7][N:8]([CH:13]([CH3:15])[CH3:14])[C:9]2=[O:12])=[CH:4][CH:3]=1.C(=O)([O-])[O-].[K+].[K+].[CH3:23][S:24][CH2:25][CH2:26]Cl. Product: [Br:16][C:6]1[C:5]2[C:10](=[CH:11][C:2]([O:1][CH2:26][CH2:25][S:24][CH3:23])=[CH:3][CH:4]=2)[C:9](=[O:12])[N:8]([CH:13]([CH3:14])[CH3:15])[N:7]=1. The catalyst class is: 3. (9) Product: [C:2]([C:4]1[CH:5]=[C:6]([C:10]2[N:20]=[CH:19][CH:18]=[CH:17][C:11]=2[C:12]([O:14][CH2:15][CH3:16])=[O:13])[CH:7]=[CH:8][C:9]=1[O:26][CH2:27][CH2:28][C:29]1[CH:34]=[C:33]([CH3:35])[CH:32]=[CH:31][C:30]=1[CH3:36])#[N:3]. The catalyst class is: 3. Reactant: Cl.[C:2]([C:4]1[C:5](O)=[C:6]([C:10]2[N:20]=[CH:19][CH:18]=[CH:17][C:11]=2[C:12]([O:14][CH2:15][CH3:16])=[O:13])[CH:7]=[CH:8][CH:9]=1)#[N:3].CS([O:26][CH2:27][CH2:28][C:29]1[CH:34]=[C:33]([CH3:35])[CH:32]=[CH:31][C:30]=1[CH3:36])(=O)=O.C(=O)([O-])[O-].[K+].[K+]. (10) Reactant: C[Si](Br)(C)C.C(OC([N:13]1[CH2:18][CH2:17][CH2:16][C@H:15]2[CH2:19][N:20]([C:22]3[C:31]([O:32][CH3:33])=[C:30]4[C:25]([C:26](=[O:61])[C:27]([C:37]([O:39][CH2:40][C:41](=[O:60])[NH:42][CH:43]([P:52]([O:57]CC)([O:54]CC)=[O:53])[P:44]([O:49]CC)([O:46]CC)=[O:45])=[O:38])=[CH:28][N:29]4[CH:34]4[CH2:36][CH2:35]4)=[CH:24][C:23]=3[F:62])[CH2:21][C@@H:14]12)=O)(C)(C)C. Product: [CH:34]1([N:29]2[C:30]3[C:25](=[CH:24][C:23]([F:62])=[C:22]([N:20]4[CH2:19][C@H:15]5[C@H:14]([NH:13][CH2:18][CH2:17][CH2:16]5)[CH2:21]4)[C:31]=3[O:32][CH3:33])[C:26](=[O:61])[C:27]([C:37]([O:39][CH2:40][C:41](=[O:60])[NH:42][CH:43]([P:52]([OH:57])([OH:54])=[O:53])[P:44]([OH:46])([OH:49])=[O:45])=[O:38])=[CH:28]2)[CH2:36][CH2:35]1. The catalyst class is: 2.